This data is from Catalyst prediction with 721,799 reactions and 888 catalyst types from USPTO. The task is: Predict which catalyst facilitates the given reaction. Reactant: [CH3:1][O:2][C:3](=[O:12])[CH2:4][CH:5]1[CH2:8][C:7](=[O:9])[C:6]1(Cl)Cl. Product: [CH3:1][O:2][C:3](=[O:12])[CH2:4][CH:5]1[CH2:8][C:7](=[O:9])[CH2:6]1. The catalyst class is: 565.